From a dataset of Catalyst prediction with 721,799 reactions and 888 catalyst types from USPTO. Predict which catalyst facilitates the given reaction. (1) Product: [O:1]=[C:2]1[C:11]2[C:6](=[C:7]([C:12]([OH:14])=[O:13])[CH:8]=[CH:9][CH:10]=2)[NH:5][C:4]([C:16]2[CH:21]=[CH:20][CH:19]=[C:18]([C:22]([F:25])([F:23])[F:24])[CH:17]=2)=[CH:3]1. The catalyst class is: 12. Reactant: [O:1]=[C:2]1[C:11]2[C:6](=[C:7]([C:12]([O:14]C)=[O:13])[CH:8]=[CH:9][CH:10]=2)[NH:5][C:4]([C:16]2[CH:21]=[CH:20][CH:19]=[C:18]([C:22]([F:25])([F:24])[F:23])[CH:17]=2)=[C:3]1C(OCC)=O.Cl. (2) Reactant: CC([N:5]([CH2:9][C:10]1[CH:15]=[CH:14][CH:13]=[C:12]([CH2:16][N:17]2[C:25]3[C:20](=[C:21]([CH:26]([F:28])[F:27])[CH:22]=[CH:23][CH:24]=3)[C:19]([N:29]([S:39]([C:42]3[S:43][C:44]([Cl:47])=[CH:45][CH:46]=3)(=[O:41])=[O:40])[S:30]([C:33]3[S:34][C:35]([Cl:38])=[CH:36][CH:37]=3)(=[O:32])=[O:31])=[N:18]2)[CH:11]=1)C(=O)[O-])(C)C.FC(F)(F)C(O)=O. Product: [NH2:5][CH2:9][C:10]1[CH:11]=[C:12]([CH2:16][N:17]2[C:25]3[C:20](=[C:21]([CH:26]([F:27])[F:28])[CH:22]=[CH:23][CH:24]=3)[C:19]([N:29]([S:39]([C:42]3[S:43][C:44]([Cl:47])=[CH:45][CH:46]=3)(=[O:40])=[O:41])[S:30]([C:33]3[S:34][C:35]([Cl:38])=[CH:36][CH:37]=3)(=[O:32])=[O:31])=[N:18]2)[CH:13]=[CH:14][CH:15]=1. The catalyst class is: 4.